Dataset: Full USPTO retrosynthesis dataset with 1.9M reactions from patents (1976-2016). Task: Predict the reactants needed to synthesize the given product. (1) Given the product [CH2:12]([N:19]=[C:2]1[C:11]2[C:6](=[CH:7][CH:8]=[CH:9][CH:10]=2)[N:5]([CH2:20][C:21]2[CH:26]=[CH:25][CH:24]=[CH:23][CH:22]=2)[CH:4]=[CH:3]1)[C:13]1[CH:18]=[CH:17][CH:16]=[CH:15][CH:14]=1, predict the reactants needed to synthesize it. The reactants are: Cl[C:2]1[C:11]2[C:6](=[CH:7][CH:8]=[CH:9][CH:10]=2)[N:5]=[CH:4][CH:3]=1.[CH2:12]([NH2:19])[C:13]1[CH:18]=[CH:17][CH:16]=[CH:15][CH:14]=1.[CH2:20](Br)[C:21]1[CH:26]=[CH:25][CH:24]=[CH:23][CH:22]=1. (2) Given the product [Br:1][C:2]1[CH:16]=[CH:15][C:5]2[N:6]=[C:7]([NH:9][C:10]([NH:12][CH2:13][CH3:14])=[O:11])[S:8][C:4]=2[C:3]=1[O:17][CH2:30][CH2:29][O:28][CH2:27][CH2:26][O:25][CH3:24], predict the reactants needed to synthesize it. The reactants are: [Br:1][C:2]1[CH:16]=[CH:15][C:5]2[N:6]=[C:7]([NH:9][C:10]([NH:12][CH2:13][CH3:14])=[O:11])[S:8][C:4]=2[C:3]=1[OH:17].C(=O)([O-])[O-].[K+].[K+].[CH3:24][O:25][CH2:26][CH2:27][O:28][CH2:29][CH2:30]Br. (3) Given the product [CH2:32]([NH:39][C:20]([C:19]1[CH:23]=[CH:24][C:25]([Cl:27])=[CH:26][C:18]=1[NH:17][C:15]([CH:9]1[CH2:10][CH2:11][CH2:12][C:13](=[O:14])[N:8]1[CH2:1][C:2]1[CH:7]=[CH:6][CH:5]=[CH:4][CH:3]=1)=[O:16])=[O:22])[C:33]1[CH:38]=[CH:37][CH:36]=[CH:35][CH:34]=1, predict the reactants needed to synthesize it. The reactants are: [CH2:1]([N:8]1[C:13](=[O:14])[CH2:12][CH2:11][CH2:10][CH:9]1[C:15]([NH:17][C:18]1[CH:26]=[C:25]([Cl:27])[CH:24]=[CH:23][C:19]=1[C:20]([OH:22])=O)=[O:16])[C:2]1[CH:7]=[CH:6][CH:5]=[CH:4][CH:3]=1.C(Cl)CCl.[CH2:32]([NH2:39])[C:33]1[CH:38]=[CH:37][CH:36]=[CH:35][CH:34]=1. (4) The reactants are: [C:1]([C:3]1[CH:4]=[C:5]([CH:10]=[C:11]([OH:13])[CH:12]=1)[C:6]([O:8][CH3:9])=[O:7])#[N:2].[F:14][CH2:15][CH2:16]O.C1(P(C2C=CC=CC=2)C2C=CC=CC=2)C=CC=CC=1.CC(OC(/N=N/C(OC(C)C)=O)=O)C. Given the product [C:1]([C:3]1[CH:4]=[C:5]([CH:10]=[C:11]([O:13][CH2:16][CH2:15][F:14])[CH:12]=1)[C:6]([O:8][CH3:9])=[O:7])#[N:2], predict the reactants needed to synthesize it. (5) Given the product [ClH:25].[NH:14]1[CH2:18][CH2:19][CH:36]([CH2:37][N:11]([C:12]2[CH:16]=[C:15]([CH3:17])[N:14]([CH2:18][C:19]3[CH:24]=[C:23]([Cl:25])[CH:22]=[CH:21][C:20]=3[O:26][CH2:27][CH:28]([CH3:29])[CH3:30])[N:13]=2)[C:10](=[O:31])[OH:9])[CH2:16][CH2:15]1, predict the reactants needed to synthesize it. The reactants are: Cl.N1CCC(C[O:9][C:10](=[O:31])[NH:11][C:12]2[CH:16]=[C:15]([CH3:17])[N:14]([CH2:18][C:19]3[CH:24]=[C:23]([Cl:25])[CH:22]=[CH:21][C:20]=3[O:26][CH2:27][CH:28]([CH3:30])[CH3:29])[N:13]=2)CC1.O1[CH2:37][CH2:36]OCC1. (6) Given the product [CH2:15]([N:22]1[CH2:7][CH:2]1[C:3]([O:5][CH3:6])=[O:4])[C:16]1[CH:21]=[CH:20][CH:19]=[CH:18][CH:17]=1, predict the reactants needed to synthesize it. The reactants are: Br[CH:2]([CH2:7]Br)[C:3]([O:5][CH3:6])=[O:4].C([O-])([O-])=O.[K+].[K+].[CH2:15]([NH2:22])[C:16]1[CH:21]=[CH:20][CH:19]=[CH:18][CH:17]=1. (7) Given the product [NH2:17][C:13]1[N:12]=[C:11]([N:8]2[C:9]3[C:5](=[CH:4][CH:3]=[C:2]([C:39]#[C:38][C:36]([C:32]4[S:31][CH:35]=[CH:34][N:33]=4)([OH:40])[CH3:37])[CH:10]=3)[C:6]([CH2:18][N:19]3[CH2:24][CH2:23][O:22][CH2:21][CH2:20]3)=[N:7]2)[CH:16]=[CH:15][N:14]=1, predict the reactants needed to synthesize it. The reactants are: Br[C:2]1[CH:10]=[C:9]2[C:5]([C:6]([CH2:18][N:19]3[CH2:24][CH2:23][O:22][CH2:21][CH2:20]3)=[N:7][N:8]2[C:11]2[CH:16]=[CH:15][N:14]=[C:13]([NH2:17])[N:12]=2)=[CH:4][CH:3]=1.CC(O)(C#C)C.[S:31]1[CH:35]=[CH:34][N:33]=[C:32]1[C:36]([OH:40])([C:38]#[CH:39])[CH3:37]. (8) Given the product [OH:5][CH2:4][CH2:3][C:2]([NH:1][C:18]([NH:17][C:14]1[CH:15]=[CH:16][C:11]([S:10][C:9]([F:20])([F:8])[F:21])=[CH:12][CH:13]=1)=[O:19])([CH3:7])[CH3:6], predict the reactants needed to synthesize it. The reactants are: [NH2:1][C:2]([CH3:7])([CH3:6])[CH2:3][CH2:4][OH:5].[F:8][C:9]([F:21])([F:20])[S:10][C:11]1[CH:16]=[CH:15][C:14]([N:17]=[C:18]=[O:19])=[CH:13][CH:12]=1. (9) The reactants are: [C:1]([NH:4][C:5]1[CH:10]=[CH:9][C:8]([C:11]2[C:16]([C:17]#[N:18])=[C:15]([NH2:19])[N:14]=[C:13]([S:20][CH2:21][C:22]3[N:27]=[C:26]([CH2:28][NH:29]C(=O)OC(C)(C)C)[CH:25]=[CH:24][CH:23]=3)[N:12]=2)=[CH:7][CH:6]=1)(=[O:3])[CH3:2].FC(F)(F)C(O)=O.N. Given the product [NH2:19][C:15]1[N:14]=[C:13]([S:20][CH2:21][C:22]2[CH:23]=[CH:24][CH:25]=[C:26]([CH2:28][NH2:29])[N:27]=2)[N:12]=[C:11]([C:8]2[CH:9]=[CH:10][C:5]([NH:4][C:1](=[O:3])[CH3:2])=[CH:6][CH:7]=2)[C:16]=1[C:17]#[N:18], predict the reactants needed to synthesize it. (10) Given the product [Cl:63][C:60]1[CH:61]=[CH:62][C:57]([CH:40]([C:37]2[CH:36]=[CH:35][C:34]([Cl:33])=[CH:39][CH:38]=2)[N:41]2[CH2:44][CH:43]([CH:45]([C:49]3[CH:54]=[C:53]([F:55])[CH:52]=[C:51]([F:56])[CH:50]=3)[C:46]([NH:1][CH2:2][CH2:3][N:4]3[CH2:8][CH2:7][CH2:6][CH2:5]3)=[O:47])[CH2:42]2)=[CH:58][CH:59]=1, predict the reactants needed to synthesize it. The reactants are: [NH2:1][CH2:2][CH2:3][N:4]1[CH2:8][CH2:7][CH2:6][CH2:5]1.Cl.CN(C)CCCN=C=NCC.O.OC1C2N=NNC=2C=CC=1.Cl.[Cl:33][C:34]1[CH:39]=[CH:38][C:37]([CH:40]([C:57]2[CH:62]=[CH:61][C:60]([Cl:63])=[CH:59][CH:58]=2)[N:41]2[CH2:44][CH:43]([CH:45]([C:49]3[CH:54]=[C:53]([F:55])[CH:52]=[C:51]([F:56])[CH:50]=3)[C:46](O)=[O:47])[CH2:42]2)=[CH:36][CH:35]=1.